Dataset: Forward reaction prediction with 1.9M reactions from USPTO patents (1976-2016). Task: Predict the product of the given reaction. (1) Given the reactants [CH2:1]([O:3][C:4]([C:6]1[N:11]=[CH:10][C:9]2[CH:12]=[C:13]([C:15]3[CH:20]=[CH:19][CH:18]=[C:17]([C:21]([F:24])([F:23])[F:22])[CH:16]=3)[S:14][C:8]=2[C:7]=1[OH:25])=[O:5])[CH3:2].[Br:26]N1C(=O)CCC1=O.C(OOC(=O)C1C=CC=CC=1)(=O)C1C=CC=CC=1, predict the reaction product. The product is: [CH2:1]([O:3][C:4]([C:6]1[N:11]=[C:10]([Br:26])[C:9]2[CH:12]=[C:13]([C:15]3[CH:20]=[CH:19][CH:18]=[C:17]([C:21]([F:23])([F:24])[F:22])[CH:16]=3)[S:14][C:8]=2[C:7]=1[OH:25])=[O:5])[CH3:2]. (2) Given the reactants [CH2:1]([O:3][C:4]([C:6]1([C:20]([O:22][CH2:23][CH3:24])=[O:21])[CH2:11][CH2:10][C:9](OS(C(F)(F)F)(=O)=O)=[CH:8][CH2:7]1)=[O:5])[CH3:2].[Cl:25][C:26]1[CH:31]=[CH:30][C:29](OB(O)O)=[CH:28][CH:27]=1.P([O-])([O-])([O-])=O.[K+].[K+].[K+].C(C#C)(C)(C)C, predict the reaction product. The product is: [CH2:1]([O:3][C:4]([C:6]1([C:20]([O:22][CH2:23][CH3:24])=[O:21])[CH2:11][CH2:10][C:9]([C:29]2[CH:30]=[CH:31][C:26]([Cl:25])=[CH:27][CH:28]=2)=[CH:8][CH2:7]1)=[O:5])[CH3:2]. (3) Given the reactants C(OC([N:8]1[CH2:13][CH2:12][N:11]([C:14]2[C:15]3[S:31][CH:30]=[CH:29][C:16]=3[N:17]=[C:18]([C:20]3[CH:25]=[C:24]([F:26])[C:23]([Cl:27])=[CH:22][C:21]=3[F:28])[N:19]=2)[CH2:10][CH2:9]1)=O)(C)(C)C.[ClH:32].O1CCOCC1, predict the reaction product. The product is: [ClH:27].[ClH:32].[Cl:27][C:23]1[C:24]([F:26])=[CH:25][C:20]([C:18]2[N:19]=[C:14]([N:11]3[CH2:10][CH2:9][NH:8][CH2:13][CH2:12]3)[C:15]3[S:31][CH:30]=[CH:29][C:16]=3[N:17]=2)=[C:21]([F:28])[CH:22]=1. (4) Given the reactants [H-].[Na+].[CH3:3][O:4][CH2:5][O:6][C@@H:7]1[CH2:24][CH2:23][C@@:22]2([CH3:25])[C@@H:9]([CH2:10][CH2:11][C@@H:12]3[C@@H:21]2[C@@H:20]([OH:26])[CH2:19][C@@:17]2([CH3:18])[C@H:13]3[CH2:14][CH2:15][C:16]2=[CH2:27])[CH2:8]1.[CH2:28]1COCC1, predict the reaction product. The product is: [CH3:28][O:26][C@H:20]1[CH2:19][C@@:17]2([CH3:18])[C@@H:13]([CH2:14][CH2:15][C:16]2=[CH2:27])[C@H:12]2[C@H:21]1[C@:22]1([CH3:25])[C@@H:9]([CH2:10][CH2:11]2)[CH2:8][C@H:7]([O:6][CH2:5][O:4][CH3:3])[CH2:24][CH2:23]1. (5) The product is: [F:1][C:2]1[CH:9]=[CH:8][C:5]([CH:6]=[CH:10][C:11](=[O:12])[CH:13]=[CH:6][C:5]2[CH:8]=[CH:9][C:2]([F:1])=[CH:3][CH:4]=2)=[CH:4][CH:3]=1. Given the reactants [F:1][C:2]1[CH:9]=[CH:8][C:5]([CH:6]=O)=[CH:4][CH:3]=1.[CH3:10][C:11]([CH3:13])=[O:12].[OH-].[Na+].O, predict the reaction product.